Task: Predict the reactants needed to synthesize the given product.. Dataset: Full USPTO retrosynthesis dataset with 1.9M reactions from patents (1976-2016) (1) Given the product [Br:1][C:2]1[S:6][C:5]([CH2:7][OH:9])=[C:4]([CH3:10])[CH:3]=1, predict the reactants needed to synthesize it. The reactants are: [Br:1][C:2]1[S:6][C:5]([C:7](=[O:9])C)=[C:4]([CH3:10])[CH:3]=1.[BH4-].[Na+].Cl. (2) Given the product [CH3:32][NH:33][C:23]([C:20]1[CH:19]=[CH:18][C:17]([N:14]2[CH2:15][CH2:16][CH:11]([O:10][CH:7]3[CH2:8][CH2:9][N:4]([CH:2]([CH3:3])[CH3:1])[CH2:5][CH2:6]3)[CH2:12][CH2:13]2)=[CH:22][N:21]=1)=[O:24], predict the reactants needed to synthesize it. The reactants are: [CH3:1][CH:2]([N:4]1[CH2:9][CH2:8][CH:7]([O:10][CH:11]2[CH2:16][CH2:15][N:14]([C:17]3[CH:18]=[CH:19][C:20]([C:23](O)=[O:24])=[N:21][CH:22]=3)[CH2:13][CH2:12]2)[CH2:6][CH2:5]1)[CH3:3].C(Cl)(=O)C(Cl)=O.[CH3:32][NH2:33].Cl. (3) Given the product [CH2:30]([O:37][C:38](=[O:48])[C@H:39]([CH2:41][C:42]1[CH:47]=[CH:46][CH:45]=[CH:44][CH:43]=1)[NH:40][C:12](=[O:14])[C@@H:11]1[CH2:15][CH2:16][CH2:17][N:10]1[S:7]([C:4]1[CH:3]=[CH:2][C:1]([CH3:18])=[CH:6][CH:5]=1)(=[O:8])=[O:9])[C:31]1[CH:32]=[CH:33][CH:34]=[CH:35][CH:36]=1, predict the reactants needed to synthesize it. The reactants are: [C:1]1([CH3:18])[CH:6]=[CH:5][C:4]([S:7]([N:10]2[CH2:17][CH2:16][CH2:15][C@H:11]2[C:12]([OH:14])=O)(=[O:9])=[O:8])=[CH:3][CH:2]=1.C1(C)C(S(O)(=O)=O)=CC=CC=1.[CH2:30]([O:37][C:38](=[O:48])[C@H:39]([CH2:41][C:42]1[CH:47]=[CH:46][CH:45]=[CH:44][CH:43]=1)[NH2:40])[C:31]1[CH:36]=[CH:35][CH:34]=[CH:33][CH:32]=1. (4) Given the product [C:14]([C:18]1[CH:34]=[CH:33][C:21]([CH2:22][N:23]2[C:31]3[C:26](=[CH:27][C:28]([NH:32][S:2]([C:5]4[CH:6]=[C:7]([CH:11]=[CH:12][CH:13]=4)[C:8]([OH:10])=[O:9])(=[O:4])=[O:3])=[CH:29][CH:30]=3)[CH:25]=[CH:24]2)=[CH:20][CH:19]=1)([CH3:17])([CH3:15])[CH3:16], predict the reactants needed to synthesize it. The reactants are: Cl[S:2]([C:5]1[CH:6]=[C:7]([CH:11]=[CH:12][CH:13]=1)[C:8]([OH:10])=[O:9])(=[O:4])=[O:3].[C:14]([C:18]1[CH:34]=[CH:33][C:21]([CH2:22][N:23]2[C:31]3[C:26](=[CH:27][C:28]([NH2:32])=[CH:29][CH:30]=3)[CH:25]=[CH:24]2)=[CH:20][CH:19]=1)([CH3:17])([CH3:16])[CH3:15].C(N(C(C)C)CC)(C)C.O. (5) The reactants are: Cl.[CH3:2][O:3][C:4](=[O:14])[C:5]([CH3:13])([CH:7]1[CH2:12][CH2:11][CH2:10][NH:9][CH2:8]1)[CH3:6].[CH:15](O)=O.C=O. Given the product [CH3:2][O:3][C:4](=[O:14])[C:5]([CH3:6])([CH:7]1[CH2:12][CH2:11][CH2:10][N:9]([CH3:15])[CH2:8]1)[CH3:13], predict the reactants needed to synthesize it.